This data is from Peptide-MHC class II binding affinity with 134,281 pairs from IEDB. The task is: Regression. Given a peptide amino acid sequence and an MHC pseudo amino acid sequence, predict their binding affinity value. This is MHC class II binding data. (1) The peptide sequence is GVFIHNDVEAWMDRYKYY. The binding affinity (normalized) is 0.225. The MHC is DRB1_1501 with pseudo-sequence DRB1_1501. (2) The peptide sequence is DITVKNCVLKKSTNG. The MHC is HLA-DPA10201-DPB10101 with pseudo-sequence HLA-DPA10201-DPB10101. The binding affinity (normalized) is 0.0467.